Dataset: Drug-target binding data from BindingDB using IC50 measurements. Task: Regression. Given a target protein amino acid sequence and a drug SMILES string, predict the binding affinity score between them. We predict pIC50 (pIC50 = -log10(IC50 in M); higher means more potent). Dataset: bindingdb_ic50. (1) The drug is C[N+](C)(C)CCCCCCCCCCCC[N+](C)(C)C. The target protein (P0CP75) has sequence MSIITTAFALSLLATTAFAVPPETPRIELQAERGLGDQSYAPWQVDCPSNVTWIRNATTGLGTGERAYIEAREKLVQPAIEQMMAARGLETPPRTPVIGVALAGGGYRAMLTGLGGIMGMMNESTEASQSETGGWLDGVSYWSGLSGGSWATGSFMSNGGQLPTTLLENLWNIDSNLVFPDDGKLSFYTNLYTETNAKSDLGFPVQITDIWGLAIGSHVLPEPYQLSNTPNLTFSSLPSVVAALGNASLPMPIIVAADRKRREAGELVIAENATVWEFTPYEFGSWAFGSQYKSPGAFTPIEYLGTSVDDGSPNGTCWKGFDQLSFVMGTSATLFNGAFLELNGTDSGLLTNLITAFLADLGEDQADISRIPNSFSNYNSGENPIYNLTYITLVDAGETNQNIPLEPLLVPTRDVDAIVAFDSSYDSDYIWPNGTALRTTYERAKILAEHENTRVLMPEVPSMNGFVNGGYNSRPTFFGCNDTTTPVIIYIPSYPWSFAA.... The pIC50 is 3.6. (2) The target protein (O14640) has sequence MAETKIIYHMDEEETPYLVKLPVAPERVTLADFKNVLSNRPVHAYKFFFKSMDQDFGVVKEEIFDDNAKLPCFNGRVVSWLVLAEGAHSDAGSQGTDSHTDLPPPLERTGGIGDSRPPSFHPNVASSRDGMDNETGTESMVSHRRERARRRNREEAARTNGHPRGDRRRDVGLPPDSASTALSSELESSSFVDSDEDGSTSRLSSSTEQSTSSRLIRKHKRRRRKQRLRQADRASSFSSITDSTMSLNIVTVTLNMERHHFLGISIVGQSNDRGDGGIYIGSIMKGGAVAADGRIEPGDMLLQVNDVNFENMSNDDAVRVLREIVSQTGPISLTVAKCWDPTPRSYFTVPRADPVRPIDPAAWLSHTAALTGALPRYGTSPCSSAVTRTSSSSLTSSVPGAPQLEEAPLTVKSDMSAVVRVMQLPDSGLEIRDRMWLKITIANAVIGADVVDWLYTHVEGFKERREARKYASSLLKHGFLRHTVNKITFSEQCYYVFGDL.... The drug is Cc1cc2[nH]c(C(=O)NCC3CC3)c(CCc3ccccc3)c2cc1C(=O)O. The pIC50 is 3.3.